Predict the reaction yield, written as a fraction of the theoretical maximum amount of product (1.0 means a 100% yield; for example, 0.34 means a 34% yield). From a dataset of Reaction yield outcomes from USPTO patents with 853,638 reactions. The product is [C:31]([C:26]1([CH2:25][CH2:24][CH2:23][CH2:22][C:21](=[O:38])[CH2:20][CH2:19][CH2:18][CH2:17][C:12]2([C:10]([OH:11])=[O:9])[CH2:16][CH2:15][CH2:14][CH2:13]2)[CH2:27][CH2:28][CH2:29][CH2:30]1)([OH:33])=[O:32]. The reactants are O[Li].O.O.C([O:9][C:10]([C:12]1([CH2:17][CH2:18][CH2:19][CH2:20][C:21](=[O:38])[CH2:22][CH2:23][CH2:24][CH2:25][C:26]2([C:31]([O:33]CCCC)=[O:32])[CH2:30][CH2:29][CH2:28][CH2:27]2)[CH2:16][CH2:15][CH2:14][CH2:13]1)=[O:11])CCC. The yield is 0.950. The catalyst is CCO.